Dataset: Full USPTO retrosynthesis dataset with 1.9M reactions from patents (1976-2016). Task: Predict the reactants needed to synthesize the given product. (1) Given the product [NH2:1][CH:4]([C:8]1[N:9]([CH2:20][C:21]2[CH:26]=[CH:25][CH:24]=[CH:23][CH:22]=2)[C:10](=[O:19])[C:11]2[CH:16]=[CH:15][S:14][C:12]=2[N:13]=1)[CH:5]([CH3:7])[CH3:6], predict the reactants needed to synthesize it. The reactants are: [N:1]([CH:4]([C:8]1[N:9]([CH2:20][C:21]2[CH:26]=[CH:25][CH:24]=[CH:23][CH:22]=2)[C:10](=[O:19])[C:11]2[C:16](Br)=[C:15](Br)[S:14][C:12]=2[N:13]=1)[CH:5]([CH3:7])[CH3:6])=[N+]=[N-]. (2) Given the product [CH3:9][N:7]1[CH:8]=[C:4](/[CH:3]=[CH:2]/[C:11]#[C:10][C:12]2[CH:21]=[CH:20][C:15]([C:16]([O:18][CH3:19])=[O:17])=[CH:14][CH:13]=2)[CH:5]=[N:6]1, predict the reactants needed to synthesize it. The reactants are: I/[CH:2]=[CH:3]/[C:4]1[CH:5]=[N:6][N:7]([CH3:9])[CH:8]=1.[C:10]([C:12]1[CH:21]=[CH:20][C:15]([C:16]([O:18][CH3:19])=[O:17])=[CH:14][CH:13]=1)#[CH:11].N(C(C)C)C(C)C. (3) Given the product [F:14][C:2]1([F:1])[CH2:7][C@H:6]([OH:19])[C@@H:5]([C:8]2[N:12]([CH3:13])[N:11]=[CH:10][CH:9]=2)[CH2:4][CH2:3]1, predict the reactants needed to synthesize it. The reactants are: [F:1][C:2]1([F:14])[CH2:7][CH2:6][C:5]([C:8]2[N:12]([CH3:13])[N:11]=[CH:10][CH:9]=2)=[CH:4][CH2:3]1.B.C1C[O:19]CC1.B1([O-])OO1.O.O.O.O.[Na+].S([O-])([O-])(=O)=S.[Na+].[Na+]. (4) Given the product [CH:19]([N:15]1[C:14]2[CH:22]=[C:23]3[C:11](=[CH:12][C:13]=2[NH:17][C:16]1=[O:18])[NH:10][C:7]([C:4]1[CH:3]=[C:2]([CH3:1])[NH:6][N:5]=1)=[N:24]3)([CH3:21])[CH3:20], predict the reactants needed to synthesize it. The reactants are: [CH3:1][C:2]1[NH:6][N:5]=[C:4]([C:7](O)=O)[CH:3]=1.[NH2:10][C:11]1[C:23]([NH2:24])=[CH:22][C:14]2[N:15]([CH:19]([CH3:21])[CH3:20])[C:16](=[O:18])[NH:17][C:13]=2[CH:12]=1.O=P12OP3(OP(OP(O3)(O1)=O)(=O)O2)=O. (5) Given the product [NH2:7][C:8]([CH:10]1[CH2:15][CH2:14][CH:13]([OH:16])[CH2:12][CH2:11]1)([CH3:17])[CH3:9], predict the reactants needed to synthesize it. The reactants are: C(OC(=O)[NH:7][C:8]([CH3:17])([CH:10]1[CH2:15][CH2:14][CH:13]([OH:16])[CH2:12][CH2:11]1)[CH3:9])(C)(C)C.Cl.O. (6) Given the product [Br:1][C:2]1[CH:3]=[C:4]([C:5](=[O:6])[NH:7][CH2:8][CH2:9][CH2:10][CH2:11][CH2:12][CH2:13][CH2:14][CH2:15][C:16]2[CH:17]=[CH:18][CH:19]=[CH:20][CH:21]=2)[CH:22]=[CH:23][C:24]=1[O:25][S:27]([C:30]1[CH:38]=[CH:37][C:33]([C:34]([OH:36])=[O:35])=[C:32]([OH:39])[CH:31]=1)(=[O:29])=[O:28], predict the reactants needed to synthesize it. The reactants are: [Br:1][C:2]1[CH:3]=[C:4]([CH:22]=[CH:23][C:24]=1[OH:25])[C:5]([NH:7][CH2:8][CH2:9][CH2:10][CH2:11][CH2:12][CH2:13][CH2:14][CH2:15][C:16]1[CH:21]=[CH:20][CH:19]=[CH:18][CH:17]=1)=[O:6].Cl[S:27]([C:30]1[CH:38]=[CH:37][C:33]([C:34]([OH:36])=[O:35])=[C:32]([OH:39])[CH:31]=1)(=[O:29])=[O:28].[K+].[Br-]. (7) Given the product [C:1]([O:5][C:6]([N:8]1[CH2:12][CH2:11][CH2:10][C@H:9]1[CH2:13][N:14]([C:36](=[O:38])[CH3:37])[C:15]1[C:16]([O:27][C:28]2[CH:29]=[CH:30][C:31]([O:34][CH3:35])=[CH:32][CH:33]=2)=[N:17][C:18]([C:21]2[CH:26]=[N:25][CH:24]=[N:23][CH:22]=2)=[N:19][CH:20]=1)=[O:7])([CH3:4])([CH3:3])[CH3:2], predict the reactants needed to synthesize it. The reactants are: [C:1]([O:5][C:6]([N:8]1[CH2:12][CH2:11][CH2:10][C@H:9]1[CH2:13][NH:14][C:15]1[C:16]([O:27][C:28]2[CH:33]=[CH:32][C:31]([O:34][CH3:35])=[CH:30][CH:29]=2)=[N:17][C:18]([C:21]2[CH:22]=[N:23][CH:24]=[N:25][CH:26]=2)=[N:19][CH:20]=1)=[O:7])([CH3:4])([CH3:3])[CH3:2].[C:36](Cl)(=[O:38])[CH3:37].N1C=CC=CC=1.